From a dataset of TCR-epitope binding with 47,182 pairs between 192 epitopes and 23,139 TCRs. Binary Classification. Given a T-cell receptor sequence (or CDR3 region) and an epitope sequence, predict whether binding occurs between them. The epitope is GLCTLVAML. The TCR CDR3 sequence is CASSLRDGGLNYGYTF. Result: 1 (the TCR binds to the epitope).